From a dataset of Catalyst prediction with 721,799 reactions and 888 catalyst types from USPTO. Predict which catalyst facilitates the given reaction. (1) Reactant: [Cl:1][C:2]1[C:3]2[NH:10][CH:9]=[CH:8][C:4]=2[N:5]=[CH:6][N:7]=1.CS(O[CH2:16][CH2:17][CH2:18][O:19][CH2:20][CH2:21][O:22][CH:23]1[CH2:28][CH2:27][CH2:26][CH2:25][O:24]1)(=O)=O.C(=O)([O-])[O-].[Cs+].[Cs+].O. Product: [Cl:1][C:2]1[C:3]2[N:10]([CH2:16][CH2:17][CH2:18][O:19][CH2:20][CH2:21][O:22][CH:23]3[CH2:28][CH2:27][CH2:26][CH2:25][O:24]3)[CH:9]=[CH:8][C:4]=2[N:5]=[CH:6][N:7]=1. The catalyst class is: 9. (2) Reactant: [OH:1][C:2]1[CH:7]=[CH:6][CH:5]=[CH:4][C:3]=1[C:8](=[O:40])[CH2:9][N:10]1[C:19](=[O:20])[C:18]2[N:17]([CH2:21][C:22]#[C:23][CH3:24])[C:16]([N:25]3[CH2:30][CH2:29][CH2:28][CH:27]([NH:31][C:32]([O:34][C:35]([CH3:38])([CH3:37])[CH3:36])=[O:33])[CH2:26]3)=[N:15][C:14]=2[N:13]([CH3:39])[C:11]1=[O:12].[C:41](=[O:44])([O-])[O-:42].[K+].[K+].O. Product: [C:35]([O:42][C:41]([NH:10][CH2:9][CH2:8][O:1][C:2]1[CH:7]=[CH:6][CH:5]=[CH:4][C:3]=1[C:8](=[O:40])[CH2:9][N:10]1[C:19](=[O:20])[C:18]2[N:17]([CH2:21][C:22]#[C:23][CH3:24])[C:16]([N:25]3[CH2:30][CH2:29][CH2:28][CH:27]([NH:31][C:32]([O:34][C:35]([CH3:36])([CH3:38])[CH3:37])=[O:33])[CH2:26]3)=[N:15][C:14]=2[N:13]([CH3:39])[C:11]1=[O:12])=[O:44])([CH3:38])([CH3:37])[CH3:36]. The catalyst class is: 9. (3) Reactant: [Cl:1][C:2]1[C:3]([O:9][C:10]2[CH:17]=[C:16]([O:18]COC)[CH:15]=[CH:14][C:11]=2[CH:12]=[O:13])=[N:4][CH:5]=[C:6]([Cl:8])[CH:7]=1.Cl. Product: [Cl:1][C:2]1[C:3]([O:9][C:10]2[CH:17]=[C:16]([OH:18])[CH:15]=[CH:14][C:11]=2[CH:12]=[O:13])=[N:4][CH:5]=[C:6]([Cl:8])[CH:7]=1. The catalyst class is: 21. (4) Reactant: [CH2:1]([O:8][C:9]1[CH:18]=[C:17]2[C:12]([CH:13]=[CH:14][C:15](=O)[N:16]2OC)=[CH:11][CH:10]=1)[C:2]1[CH:7]=[CH:6][CH:5]=[CH:4][CH:3]=1.[C:22](=[O:25])([O-])[O-].[Cs+].[Cs+].F[C:29]1[CH:34]=[CH:33][C:32]([N+:35]([O-:37])=[O:36])=[CH:31][C:30]=1[F:38].CN(C=[O:43])C. Product: [CH2:1]([O:8][C:9]1[CH:18]=[C:17]2[C:12]([C:13]([O:43][C:29]3[CH:34]=[CH:33][C:32]([N+:35]([O-:37])=[O:36])=[CH:31][C:30]=3[F:38])=[CH:14][CH:15]=[N:16]2)=[CH:11][C:10]=1[O:25][CH3:22])[C:2]1[CH:3]=[CH:4][CH:5]=[CH:6][CH:7]=1. The catalyst class is: 23. (5) Product: [CH2:33]([S:30]([N:27]1[CH2:28][CH2:29][N:24]([C:21]2[CH:22]=[CH:23][C:18]([N:11]3[C:12]4[C:17](=[CH:16][CH:15]=[CH:14][CH:13]=4)[NH:8][CH2:9][CH2:10]3)=[N:19][CH:20]=2)[CH2:25][CH2:26]1)(=[O:32])=[O:31])[CH3:34]. The catalyst class is: 12. Reactant: C(OC([N:8]1[C:17]2[C:12](=[CH:13][CH:14]=[CH:15][CH:16]=2)[N:11]([C:18]2[CH:23]=[CH:22][C:21]([N:24]3[CH2:29][CH2:28][N:27]([S:30]([CH2:33][CH3:34])(=[O:32])=[O:31])[CH2:26][CH2:25]3)=[CH:20][N:19]=2)[CH2:10][CH2:9]1)=O)(C)(C)C.Cl. (6) Reactant: [CH3:1][O:2][C:3](=[O:16])[CH:4]=[CH:5][C:6]1[CH:11]=[CH:10][C:9]([N+:12]([O-])=O)=[C:8]([OH:15])[CH:7]=1.[Cl-].[NH4+]. Product: [CH3:1][O:2][C:3](=[O:16])[CH:4]=[CH:5][C:6]1[CH:11]=[CH:10][C:9]([NH2:12])=[C:8]([OH:15])[CH:7]=1. The catalyst class is: 314.